Dataset: Full USPTO retrosynthesis dataset with 1.9M reactions from patents (1976-2016). Task: Predict the reactants needed to synthesize the given product. (1) Given the product [Br:1][C:2]1[CH:8]=[CH:7][C:5]([NH:6][CH:12]=[C:13]([C:14]([O:16][CH2:17][CH3:18])=[O:15])[C:19]([O:21][CH2:22][CH3:23])=[O:20])=[CH:4][CH:3]=1, predict the reactants needed to synthesize it. The reactants are: [Br:1][C:2]1[CH:8]=[CH:7][C:5]([NH2:6])=[CH:4][CH:3]=1.C(O[CH:12]=[C:13]([C:19]([O:21][CH2:22][CH3:23])=[O:20])[C:14]([O:16][CH2:17][CH3:18])=[O:15])C. (2) Given the product [Cl:1][C:2]1[CH:3]=[C:4]([CH:30]=[CH:31][CH:32]=1)[C:5]([NH:7][C:8]1[C:9]([N:20]2[CH2:21][CH2:22][CH:23]([CH2:26][C:27]([N:37]3[CH2:38][CH2:39][CH2:40][N:34]([CH3:33])[CH2:35][CH2:36]3)=[O:29])[CH2:24][CH2:25]2)=[N:10][CH:11]=[C:12]([C:14]2[CH:19]=[CH:18][CH:17]=[CH:16][CH:15]=2)[CH:13]=1)=[O:6], predict the reactants needed to synthesize it. The reactants are: [Cl:1][C:2]1[CH:3]=[C:4]([CH:30]=[CH:31][CH:32]=1)[C:5]([NH:7][C:8]1[C:9]([N:20]2[CH2:25][CH2:24][CH:23]([CH2:26][C:27]([OH:29])=O)[CH2:22][CH2:21]2)=[N:10][CH:11]=[C:12]([C:14]2[CH:19]=[CH:18][CH:17]=[CH:16][CH:15]=2)[CH:13]=1)=[O:6].[CH3:33][N:34]1[CH2:40][CH2:39][CH2:38][NH:37][CH2:36][CH2:35]1.F[B-](F)(F)F.N1(OC(N(C)C)=[N+](C)C)C2C=CC=CC=2N=N1.C(N(CC)CC)C. (3) The reactants are: [OH:1][C@H:2]1[C@H:6]([OH:7])[CH2:5][N:4]([CH2:8][C@@H:9]([NH:16][C:17](=O)OCC2C=CC=CC=2)[C:10]2[CH:15]=[CH:14][CH:13]=[CH:12][CH:11]=2)[CH2:3]1.[H-].[Al+3].[Li+].[H-].[H-].[H-].O.O.O.O.O.O.O.O.O.O.S([O-])([O-])(=O)=O.[Na+].[Na+]. Given the product [CH3:17][NH:16][C@@H:9]([C:10]1[CH:15]=[CH:14][CH:13]=[CH:12][CH:11]=1)[CH2:8][N:4]1[CH2:5][C@@H:6]([OH:7])[C@H:2]([OH:1])[CH2:3]1, predict the reactants needed to synthesize it. (4) Given the product [CH2:1]([O:3][C:4](=[O:27])[C:5]([O:8][C:9]1[CH:14]=[CH:13][C:12]([O:15][CH2:16][C:17]2[CH:22]=[CH:21][CH:20]=[CH:19][CH:18]=2)=[CH:11][C:10]=1[CH2:23][C:24](=[O:25])[NH2:36])([CH3:7])[CH3:6])[CH3:2], predict the reactants needed to synthesize it. The reactants are: [CH2:1]([O:3][C:4](=[O:27])[C:5]([O:8][C:9]1[CH:14]=[CH:13][C:12]([O:15][CH2:16][C:17]2[CH:22]=[CH:21][CH:20]=[CH:19][CH:18]=2)=[CH:11][C:10]=1[CH2:23][C:24](O)=[O:25])([CH3:7])[CH3:6])[CH3:2].[Cl-].[NH4+].C(Cl)CCl.O.O[N:36]1C2C=CC=CC=2N=N1.C(N(C(C)C)C(C)C)C. (5) The reactants are: Cl[C:2]1[NH:3][C:4]([C:12]2[CH:17]=[CH:16][CH:15]=[CH:14][C:13]=2[F:18])=[CH:5][C:6]=1[C:7]([O:9][CH2:10][CH3:11])=[O:8]. Given the product [F:18][C:13]1[CH:14]=[CH:15][CH:16]=[CH:17][C:12]=1[C:4]1[NH:3][CH:2]=[C:6]([C:7]([O:9][CH2:10][CH3:11])=[O:8])[CH:5]=1, predict the reactants needed to synthesize it. (6) Given the product [ClH:41].[N:6]1([CH2:5][CH:4]([N:19]2[CH:23]=[C:22]([C:24]3[C:25]4[CH:32]=[CH:31][N:30]([CH2:33][O:34][CH2:35][CH2:36][Si:37]([CH3:38])([CH3:40])[CH3:39])[C:26]=4[N:27]=[CH:28][N:29]=3)[CH:21]=[N:20]2)[CH2:3][C:1]#[N:2])[CH2:7][CH2:8][NH:9][CH2:10][CH2:11]1, predict the reactants needed to synthesize it. The reactants are: [C:1]([CH2:3][CH:4]([N:19]1[CH:23]=[C:22]([C:24]2[C:25]3[CH:32]=[CH:31][N:30]([CH2:33][O:34][CH2:35][CH2:36][Si:37]([CH3:40])([CH3:39])[CH3:38])[C:26]=3[N:27]=[CH:28][N:29]=2)[CH:21]=[N:20]1)[CH2:5][N:6]1[CH2:11][CH2:10][N:9](C(OC(C)(C)C)=O)[CH2:8][CH2:7]1)#[N:2].[ClH:41].O1CCOCC1. (7) The reactants are: P([O-])([O-])([O-])=O.[K+].[K+].[K+].P([O-])(O)(O)=O.[K+].P([O-])([O-])(O)=O.[K+].[K+].P([O-])([O-])([O-])=O.C1C=[N+]([C@H]2O[C@@H](COP(OP(OC[C@H]3O[C@@H](N4C5N=CN=C(N)C=5N=C4)[C@H](OP(O)(O)=O)[C@@H]3O)(O)=O)([O-])=O)[C@H](O)[C@@H]2O)C=C(C(N)=O)C=1.[Na][Na].[C:77]([O:81][C:82](=[O:90])[NH:83][C@H:84]([C:86](=[O:89])[CH2:87][Cl:88])[CH3:85])([CH3:80])([CH3:79])[CH3:78]. Given the product [C:77]([O:81][C:82](=[O:90])[NH:83][C@H:84]([C@@H:86]([OH:89])[CH2:87][Cl:88])[CH3:85])([CH3:78])([CH3:79])[CH3:80], predict the reactants needed to synthesize it.